Predict the reaction yield, written as a fraction of the theoretical maximum amount of product (1.0 means a 100% yield; for example, 0.34 means a 34% yield). From a dataset of Reaction yield outcomes from USPTO patents with 853,638 reactions. (1) The reactants are [CH:1]1([CH:7]([OH:24])[C:8]23[C:14](=[O:15])[O:13][C:12]2([CH3:16])[CH:11]([CH2:17][CH2:18][CH2:19][CH2:20][CH2:21][CH3:22])[C:10](=[O:23])[NH:9]3)[CH2:6][CH2:5][CH2:4][CH:3]=[CH:2]1.C(N(CC)CC)C.[CH2:32]([SH:39])[C:33]1[CH:38]=[CH:37][CH:36]=[CH:35][CH:34]=1. The catalyst is ClCCl. The product is [CH2:32]([S:39][C:14]([C:8]1([CH:7]([CH:1]2[CH2:6][CH2:5][CH2:4][CH:3]=[CH:2]2)[OH:24])[C:12]([OH:13])([CH3:16])[CH:11]([CH2:17][CH2:18][CH2:19][CH2:20][CH2:21][CH3:22])[C:10](=[O:23])[NH:9]1)=[O:15])[C:33]1[CH:38]=[CH:37][CH:36]=[CH:35][CH:34]=1. The yield is 0.610. (2) The reactants are C(OC(N1C2C=CC=CC=2N=C1CN(C[C:30](=C)[CH2:31][CH2:32][N:33]1[C:41](=[O:42])[C:40]2[C:35](=[CH:36][CH:37]=[CH:38][CH:39]=2)[C:34]1=[O:43])C1C2N=CC=CC=2CCC1)=O)(C)(C)C.O.NN.[CH2:48]([OH:50])[CH3:49]. No catalyst specified. The product is [OH:50][CH2:48][CH2:49][C:31](=[CH2:30])[CH2:32][N:33]1[C:34](=[O:43])[C:35]2[C:40](=[CH:39][CH:38]=[CH:37][CH:36]=2)[C:41]1=[O:42]. The yield is 0.550. (3) The reactants are [NH2:1][C:2]1[N:7]=[CH:6][N:5]=[C:4]2[N:8]([CH2:24][CH2:25][NH:26][C:27](=[O:31])[CH2:28][C:29]#[N:30])[N:9]=[C:10]([C:11]3[CH:16]=[CH:15][C:14]([O:17][C:18]4[CH:23]=[CH:22][CH:21]=[CH:20][CH:19]=4)=[CH:13][CH:12]=3)[C:3]=12.[CH2:32]1[CH:34]([CH:35](O)C#N)[CH2:33]1.N1CCCCC1.O. The catalyst is CO. The product is [NH2:1][C:2]1[N:7]=[CH:6][N:5]=[C:4]2[N:8]([CH2:24][CH2:25][NH:26][C:27](=[O:31])[C:28]([C:29]#[N:30])=[CH:35][CH:34]3[CH2:32][CH2:33]3)[N:9]=[C:10]([C:11]3[CH:16]=[CH:15][C:14]([O:17][C:18]4[CH:23]=[CH:22][CH:21]=[CH:20][CH:19]=4)=[CH:13][CH:12]=3)[C:3]=12. The yield is 0.380. (4) The catalyst is O1CCCC1.O. The yield is 0.780. The reactants are [CH3:1][O:2][C:3]1[CH:8]=[C:7]([O:9][CH2:10][O:11][CH2:12][CH2:13][O:14][CH3:15])[CH:6]=[CH:5][C:4]=1[CH:16]=[CH2:17].C12BC(CCC1)CCC2.[OH:27]O.[OH-].[Na+]. The product is [CH3:1][O:2][C:3]1[CH:8]=[C:7]([O:9][CH2:10][O:11][CH2:12][CH2:13][O:14][CH3:15])[CH:6]=[CH:5][C:4]=1[CH2:16][CH2:17][OH:27]. (5) The reactants are [N:1]([CH:4]([C:6]1[N:7]([C:15]2[CH:20]=[CH:19][CH:18]=[CH:17][CH:16]=2)[C:8]2[CH:13]=[CH:12][N:11]=[CH:10][C:9]=2[N:14]=1)[CH3:5])=[N+]=[N-]. The catalyst is [Pd].CCOC(C)=O. The product is [C:15]1([N:7]2[C:8]3[CH:13]=[CH:12][N:11]=[CH:10][C:9]=3[N:14]=[C:6]2[CH:4]([NH2:1])[CH3:5])[CH:16]=[CH:17][CH:18]=[CH:19][CH:20]=1. The yield is 0.540.